Dataset: Full USPTO retrosynthesis dataset with 1.9M reactions from patents (1976-2016). Task: Predict the reactants needed to synthesize the given product. (1) Given the product [Cl:8][C:7]1[N:6]=[C:5]2[N:9]([CH2:13][CH2:14][CH2:15][CH2:16][CH2:17][CH2:18][C:19]([O:21][CH2:22][CH3:23])=[O:20])[CH2:10][CH2:11][CH2:12][C:4]2=[N:3][C:2]=1[C:12]1[CH:11]=[CH:10][N:9]=[CH:5][CH:4]=1, predict the reactants needed to synthesize it. The reactants are: Br[C:2]1[N:3]=[C:4]2[CH2:12][CH2:11][CH2:10][N:9]([CH2:13][CH2:14][CH2:15][CH2:16][CH2:17][CH2:18][C:19]([O:21][CH2:22][CH3:23])=[O:20])[C:5]2=[N:6][C:7]=1[Cl:8].C(=O)([O-])[O-].[K+].[K+]. (2) Given the product [CH3:34][C:29]1([CH3:35])[C:30]([CH3:33])([CH3:32])[O:31][B:27]([C:2]2[CH:3]=[C:4]([CH:8]=[C:9]3[CH2:14][CH2:13][N:12]([C:15]([O:17][C:18]([CH3:21])([CH3:20])[CH3:19])=[O:16])[CH2:11][CH2:10]3)[CH:5]=[CH:6][CH:7]=2)[O:28]1, predict the reactants needed to synthesize it. The reactants are: Br[C:2]1[CH:3]=[C:4]([CH:8]=[C:9]2[CH2:14][CH2:13][N:12]([C:15]([O:17][C:18]([CH3:21])([CH3:20])[CH3:19])=[O:16])[CH2:11][CH2:10]2)[CH:5]=[CH:6][CH:7]=1.C([O-])(=O)C.[K+].[B:27]1([B:27]2[O:31][C:30]([CH3:33])([CH3:32])[C:29]([CH3:35])([CH3:34])[O:28]2)[O:31][C:30]([CH3:33])([CH3:32])[C:29]([CH3:35])([CH3:34])[O:28]1.B([O-])[O-].B(O)O.B([O-])[O-]. (3) Given the product [F:11][S:10]([F:15])([F:14])([F:13])([F:12])[C:7]1[CH:8]=[CH:9][C:2]2[S:18][C:17]([C:16]([O:20][CH3:21])=[O:19])=[CH:4][C:3]=2[CH:6]=1, predict the reactants needed to synthesize it. The reactants are: F[C:2]1[CH:9]=[CH:8][C:7]([S:10]([F:15])([F:14])([F:13])([F:12])[F:11])=[CH:6][C:3]=1[CH:4]=O.[C:16]([O:20][CH3:21])(=[O:19])[CH2:17][SH:18].C(=O)([O-])[O-].[K+].[K+].CN(C)C=O.